Dataset: Reaction yield outcomes from USPTO patents with 853,638 reactions. Task: Predict the reaction yield, written as a fraction of the theoretical maximum amount of product (1.0 means a 100% yield; for example, 0.34 means a 34% yield). The reactants are [C:1](=[S:3])=S.[NH2:4][C:5]1[CH:10]=[CH:9][C:8]([CH2:11][CH2:12][CH2:13][C:14]([OH:16])=[O:15])=[CH:7][CH:6]=1.C(N(CC)CC)C.II.Cl.S([O-])([O-])=O.[Na+].[Na+]. The catalyst is C(OCC)(=O)C.O1CCCC1.O. The product is [N:4]([C:5]1[CH:6]=[CH:7][C:8]([CH2:11][CH2:12][CH2:13][C:14]([OH:16])=[O:15])=[CH:9][CH:10]=1)=[C:1]=[S:3]. The yield is 0.690.